Dataset: Forward reaction prediction with 1.9M reactions from USPTO patents (1976-2016). Task: Predict the product of the given reaction. (1) Given the reactants [Cl:1][C:2]1[CH:3]=[CH:4][C:5]([CH2:8][CH2:9][N:10]2[CH2:15][CH2:14][N:13]([C:16]3[CH:21]=[CH:20][C:19]4[C:22]5[CH2:23][N:24](C(OC(C)(C)C)=O)[CH2:25][CH2:26][C:27]=5[O:28][C:18]=4[CH:17]=3)[C:12](=[O:36])[CH2:11]2)=[N:6][CH:7]=1.Cl, predict the reaction product. The product is: [Cl:1][C:2]1[CH:3]=[CH:4][C:5]([CH2:8][CH2:9][N:10]2[CH2:15][CH2:14][N:13]([C:16]3[CH:21]=[CH:20][C:19]4[C:22]5[CH2:23][NH:24][CH2:25][CH2:26][C:27]=5[O:28][C:18]=4[CH:17]=3)[C:12](=[O:36])[CH2:11]2)=[N:6][CH:7]=1. (2) Given the reactants [C:1]1([CH2:14][C@H:15](O)[CH3:16])[C:9]2[C:8]3[CH:10]=[CH:11][CH2:12][O:13][C:7]=3[CH:6]=[CH:5][C:4]=2[NH:3][N:2]=1.C(N(CC)CC)C.CS(OS(C)(=O)=O)(=O)=O.[N-:34]=[N+:35]=[N-:36].[Na+], predict the reaction product. The product is: [N:34]([C@@H:15]([CH3:16])[CH2:14][C:1]1[C:9]2[C:8]3[CH:10]=[CH:11][CH2:12][O:13][C:7]=3[CH:6]=[CH:5][C:4]=2[NH:3][N:2]=1)=[N+:35]=[N-:36]. (3) Given the reactants [NH:1]1[CH2:5][CH2:4][CH2:3][CH2:2]1.[OH-].[Na+].Br[CH2:9][CH2:10][CH2:11][Cl:12], predict the reaction product. The product is: [Cl:12][CH2:11][CH2:10][CH2:9][N:1]1[CH2:5][CH2:4][CH2:3][CH2:2]1. (4) Given the reactants Cl[CH2:2][CH:3](Cl)[CH3:4].[CH3:6][NH2:7].[C:8](=[O:10])=[O:9], predict the reaction product. The product is: [CH3:6][N:7]1[CH:3]([CH3:4])[CH2:2][O:9][C:8]1=[O:10].[CH3:6][N:7]1[CH2:2][CH:3]([CH3:4])[O:9][C:8]1=[O:10]. (5) Given the reactants [N:1]1[CH:6]=[CH:5][C:4]([C:7]([O:9]C)=O)=[CH:3][N:2]=1.O.[NH2:12][NH2:13], predict the reaction product. The product is: [N:1]1[CH:6]=[CH:5][C:4]([C:7]([NH:12][NH2:13])=[O:9])=[CH:3][N:2]=1. (6) Given the reactants [NH2:1][C:2]1[CH:32]=[CH:31][C:5]2[N:6]=[C:7]([NH:9][C:10]3[CH:15]=[C:14]([CH2:16][C:17]4[CH:22]=[CH:21][CH:20]=[CH:19][CH:18]=4)[N:13]=[C:12]([NH:23][C@H:24]4[CH2:29][CH2:28][C@H:27]([OH:30])[CH2:26][CH2:25]4)[N:11]=3)[S:8][C:4]=2[CH:3]=1.C(N(C(C)C)C(C)C)C.Cl[CH2:43][CH2:44][N:45]=[C:46]=[O:47], predict the reaction product. The product is: [OH:30][C@H:27]1[CH2:26][CH2:25][C@H:24]([NH:23][C:12]2[N:11]=[C:10]([NH:9][C:7]3[S:8][C:4]4[CH:3]=[C:2]([N:1]5[CH2:43][CH2:44][NH:45][C:46]5=[O:47])[CH:32]=[CH:31][C:5]=4[N:6]=3)[CH:15]=[C:14]([CH2:16][C:17]3[CH:18]=[CH:19][CH:20]=[CH:21][CH:22]=3)[N:13]=2)[CH2:29][CH2:28]1. (7) Given the reactants [CH3:1][C:2]1[CH:7]=[C:6]([CH3:8])[N:5]=[C:4]([N:9]2[CH2:16][CH:15]3[CH:11]([CH2:12][NH:13][CH2:14]3)[CH2:10]2)[N:3]=1.CC(O)=O.[Cl:21][C:22]1[CH:30]=[CH:29][C:25]([C:26](O)=[O:27])=[C:24]([O:31][CH3:32])[CH:23]=1, predict the reaction product. The product is: [Cl:21][C:22]1[CH:30]=[CH:29][C:25]([C:26]([N:13]2[CH2:14][CH:15]3[CH:11]([CH2:10][N:9]([C:4]4[N:5]=[C:6]([CH3:8])[CH:7]=[C:2]([CH3:1])[N:3]=4)[CH2:16]3)[CH2:12]2)=[O:27])=[C:24]([O:31][CH3:32])[CH:23]=1. (8) Given the reactants [CH:1]1([CH2:4][NH:5][C:6](=[O:31])[NH:7][C:8]2[CH:30]=[CH:29][C:11]([C:12]([N:14]3[CH2:19][CH2:18][N:17]([CH2:20][C:21]4[S:25][C:24]([C:26]([OH:28])=O)=[CH:23][CH:22]=4)[CH2:16][CH2:15]3)=[O:13])=[CH:10][CH:9]=2)[CH2:3][CH2:2]1.C(N(CC)C(C)C)(C)C.[C:41]([NH2:46])([CH2:44][CH3:45])([CH3:43])[CH3:42].CCCP1(OP(CCC)(=O)OP(CCC)(=O)O1)=O, predict the reaction product. The product is: [CH:1]1([CH2:4][NH:5][C:6](=[O:31])[NH:7][C:8]2[CH:9]=[CH:10][C:11]([C:12]([N:14]3[CH2:15][CH2:16][N:17]([CH2:20][C:21]4[S:25][C:24]([C:26]([NH:46][C:41]([CH2:44][CH3:45])([CH3:43])[CH3:42])=[O:28])=[CH:23][CH:22]=4)[CH2:18][CH2:19]3)=[O:13])=[CH:29][CH:30]=2)[CH2:3][CH2:2]1.